Dataset: Catalyst prediction with 721,799 reactions and 888 catalyst types from USPTO. Task: Predict which catalyst facilitates the given reaction. Reactant: [S:1]1[CH:5]=[CH:4][CH:3]=[C:2]1[CH2:6][N:7]1[C:15](=[O:16])[C:14]2[C:9](=[CH:10][CH:11]=[CH:12][CH:13]=2)[C:8]1=[O:17].[BH4-].[Na+]. Product: [OH:16][CH:15]1[C:14]2[C:9](=[CH:10][CH:11]=[CH:12][CH:13]=2)[C:8](=[O:17])[N:7]1[CH2:6][C:2]1[S:1][CH:5]=[CH:4][CH:3]=1. The catalyst class is: 5.